The task is: Predict the reaction yield, written as a fraction of the theoretical maximum amount of product (1.0 means a 100% yield; for example, 0.34 means a 34% yield).. This data is from Reaction yield outcomes from USPTO patents with 853,638 reactions. (1) The reactants are [CH2:1]([S:8][C:9]1[CH:10]=[C:11]2[C:16](=[CH:17][CH:18]=1)[N:15]([C:19]1[CH:24]=[C:23]([Cl:25])[C:22](Br)=[CH:21][C:20]=1[O:27][CH3:28])[C:14](=[O:29])[CH:13]=[CH:12]2)[C:2]1[CH:7]=[CH:6][CH:5]=[CH:4][CH:3]=1.[F:30][C:31]1[CH:32]=[C:33](B(O)O)[CH:34]=[CH:35][CH:36]=1.C(=O)([O-])[O-].[K+].[K+]. The catalyst is C1C=CC([P]([Pd]([P](C2C=CC=CC=2)(C2C=CC=CC=2)C2C=CC=CC=2)([P](C2C=CC=CC=2)(C2C=CC=CC=2)C2C=CC=CC=2)[P](C2C=CC=CC=2)(C2C=CC=CC=2)C2C=CC=CC=2)(C2C=CC=CC=2)C2C=CC=CC=2)=CC=1. The product is [CH2:1]([S:8][C:9]1[CH:10]=[C:11]2[C:16](=[CH:17][CH:18]=1)[N:15]([C:19]1[C:20]([O:27][CH3:28])=[CH:21][C:22]([C:35]3[CH:34]=[CH:33][CH:32]=[C:31]([F:30])[CH:36]=3)=[C:23]([Cl:25])[CH:24]=1)[C:14](=[O:29])[CH:13]=[CH:12]2)[C:2]1[CH:7]=[CH:6][CH:5]=[CH:4][CH:3]=1. The yield is 0.810. (2) The reactants are [Cl:1][C:2]1[CH:3]=[C:4]([C:8]2[CH:17]=[C:16]([CH:18]=[O:19])[C:15]([O:20][CH3:21])=[C:14]3[C:9]=2[CH:10]=[N:11][C:12]([NH:22][CH3:23])=[N:13]3)[CH:5]=[CH:6][CH:7]=1.[BH4-].[Na+].CC(C)=O. The catalyst is C(O)C.C1COCC1. The product is [Cl:1][C:2]1[CH:3]=[C:4]([C:8]2[CH:17]=[C:16]([CH2:18][OH:19])[C:15]([O:20][CH3:21])=[C:14]3[C:9]=2[CH:10]=[N:11][C:12]([NH:22][CH3:23])=[N:13]3)[CH:5]=[CH:6][CH:7]=1. The yield is 0.200. (3) The reactants are [CH:1]([C:3]1[CH:11]=[CH:10][C:6]([C:7]([OH:9])=[O:8])=[CH:5][CH:4]=1)=[O:2].[C:12](OC(OC(O[C:12]([CH3:15])([CH3:14])[CH3:13])=O)=O)([CH3:15])([CH3:14])[CH3:13].C1COCC1.C([O-])(O)=O.[Na+]. The catalyst is O.CCOC(C)=O. The product is [CH:1]([C:3]1[CH:11]=[CH:10][C:6]([C:7]([O:9][C:12]([CH3:15])([CH3:14])[CH3:13])=[O:8])=[CH:5][CH:4]=1)=[O:2]. The yield is 0.280. (4) The reactants are [CH2:1]([O:3][C:4](=[O:12])[CH:5]=[CH:6][CH:7](OC)OC)[CH3:2].C1(C)C=CC(S(O)(=O)=O)=CC=1.[NH2:24][C:25]1[CH:30]=[CH:29][CH:28]=[CH:27][N:26]=1. The catalyst is C(#N)C.O.C(OCC)(=O)C. The product is [CH2:1]([O:3][C:4](=[O:12])[CH2:5][C:6]1[N:26]2[CH:27]=[CH:28][CH:29]=[CH:30][C:25]2=[N:24][CH:7]=1)[CH3:2]. The yield is 0.730.